Task: Predict which catalyst facilitates the given reaction.. Dataset: Catalyst prediction with 721,799 reactions and 888 catalyst types from USPTO (1) The catalyst class is: 2. Product: [CH2:27]([NH:34][C:3](=[O:5])[CH2:2][Br:1])[C:28]1[CH:33]=[CH:32][CH:31]=[CH:30][CH:29]=1. Reactant: [Br:1][CH2:2][C:3]([OH:5])=O.C1C=CC2N(O)N=NC=2C=1.CCN=C=NCCCN(C)C.[CH2:27]([NH2:34])[C:28]1[CH:33]=[CH:32][CH:31]=[CH:30][CH:29]=1. (2) Reactant: [F:1][C:2]([F:31])([F:30])[C:3]1[CH:4]=[C:5]([CH:13]([O:15][CH:16]2[CH2:20][CH2:19][CH:18]([C:21](O)=[O:22])[CH:17]2[C:24]2[CH:29]=[CH:28][CH:27]=[CH:26][CH:25]=2)[CH3:14])[CH:6]=[C:7]([C:9]([F:12])([F:11])[F:10])[CH:8]=1.C(Cl)(=O)C([Cl:35])=O. Product: [F:1][C:2]([F:31])([F:30])[C:3]1[CH:4]=[C:5]([CH:13]([O:15][CH:16]2[CH2:20][CH2:19][CH:18]([C:21]([Cl:35])=[O:22])[CH:17]2[C:24]2[CH:29]=[CH:28][CH:27]=[CH:26][CH:25]=2)[CH3:14])[CH:6]=[C:7]([C:9]([F:12])([F:11])[F:10])[CH:8]=1. The catalyst class is: 139. (3) Reactant: C1(C)C=CC(C([C@@](C(O)=O)(O)[C@@](C(C2C=CC(C)=CC=2)=O)(O)C(O)=O)=O)=CC=1.[NH2:29][C@H:30]1[C:36]2[CH:37]=[CH:38][CH2:39][CH2:40][C:35]=2[CH2:34][CH2:33][N:32]([CH3:41])[C:31]1=[O:42].[OH-].[Na+]. Product: [NH2:29][C@H:30]1[C:36]2[CH:37]=[CH:38][CH2:39][CH2:40][C:35]=2[CH2:34][CH2:33][N:32]([CH3:41])[C:31]1=[O:42]. The catalyst class is: 4. (4) The catalyst class is: 2. Product: [OH:19][C:14]1[CH:15]=[CH:16][CH:17]=[CH:18][C:13]=1[C:4]1[N:3]=[C:2]([N:20]2[CH2:25][CH2:24][CH2:23][C@H:22]([NH:26][C:27](=[O:36])[O:28][CH2:29][C:30]3[CH:35]=[CH:34][CH:33]=[CH:32][CH:31]=3)[CH2:21]2)[C:11]2[C:6](=[CH:7][C:8]([CH3:12])=[CH:9][CH:10]=2)[N:5]=1. Reactant: Cl[C:2]1[C:11]2[C:6](=[CH:7][C:8]([CH3:12])=[CH:9][CH:10]=2)[N:5]=[C:4]([C:13]2[CH:18]=[CH:17][CH:16]=[CH:15][C:14]=2[OH:19])[N:3]=1.[NH:20]1[CH2:25][CH2:24][CH2:23][C@H:22]([NH:26][C:27](=[O:36])[O:28][CH2:29][C:30]2[CH:35]=[CH:34][CH:33]=[CH:32][CH:31]=2)[CH2:21]1.C(N(CC)CC)C. (5) The catalyst class is: 21. Product: [CH3:12][C:2]1[CH:3]=[CH:4][C:5]([S:8]([OH:11])(=[O:10])=[O:9])=[CH:6][CH:7]=1.[Cl:13][C:14]1[C:15]([O:30][C:31]2[CH:36]=[C:35]([F:37])[C:34]([C:38]([F:39])([F:40])[F:41])=[CH:33][C:32]=2[C:42]2[CH:47]=[CH:46][N:45]=[N:44][CH:43]=2)=[CH:16][C:17]([F:29])=[C:18]([S:20]([NH:23][C:24]2[N:25]=[CH:26][S:27][CH:28]=2)(=[O:22])=[O:21])[CH:19]=1. Reactant: O.[C:2]1([CH3:12])[CH:7]=[CH:6][C:5]([S:8]([OH:11])(=[O:10])=[O:9])=[CH:4][CH:3]=1.[Cl:13][C:14]1[C:15]([O:30][C:31]2[CH:36]=[C:35]([F:37])[C:34]([C:38]([F:41])([F:40])[F:39])=[CH:33][C:32]=2[C:42]2[CH:47]=[CH:46][N:45]=[N:44][CH:43]=2)=[CH:16][C:17]([F:29])=[C:18]([S:20]([NH:23][C:24]2[N:25]=[CH:26][S:27][CH:28]=2)(=[O:22])=[O:21])[CH:19]=1.